This data is from Catalyst prediction with 721,799 reactions and 888 catalyst types from USPTO. The task is: Predict which catalyst facilitates the given reaction. (1) Reactant: [CH:1]1[C:9]2[C:8]3[CH:10]=[CH:11][CH:12]=[CH:13][C:7]=3[O:6][C:5]=2[CH:4]=[C:3]([C:14]2[CH:19]=[CH:18][C:17]([C:20]3[N:25]=[C:24]([C:26]4[CH:31]=[CH:30][CH:29]=[CH:28][CH:27]=4)[N:23]=[C:22]([C:32]4[CH:37]=[CH:36][CH:35]=[CH:34][CH:33]=4)[N:21]=3)=[CH:16][CH:15]=2)[CH:2]=1.CN(CCN(C)C)C.C([Li])CCC.Cl[Si:52]([CH3:55])([CH3:54])[CH3:53]. Product: [C:32]1([C:22]2[N:23]=[C:24]([C:26]3[CH:31]=[CH:30][CH:29]=[CH:28][CH:27]=3)[N:25]=[C:20]([C:17]3[CH:18]=[CH:19][C:14]([C:3]4[CH:2]=[CH:1][C:9]5[C:8]6[CH:10]=[CH:11][CH:12]=[C:13]([Si:52]([CH3:55])([CH3:54])[CH3:53])[C:7]=6[O:6][C:5]=5[CH:4]=4)=[CH:15][CH:16]=3)[N:21]=2)[CH:33]=[CH:34][CH:35]=[CH:36][CH:37]=1. The catalyst class is: 1. (2) Reactant: [Cl:1][C:2]1[C:3]([NH2:9])=[N:4][CH:5]=[C:6]([Cl:8])[CH:7]=1.[Br:10][C:11]1[CH:18]=[CH:17][C:14]([CH:15]=O)=[CH:13][CH:12]=1. Product: [Br:10][C:11]1[CH:18]=[CH:17][C:14](/[CH:15]=[N:9]/[C:3]2[C:2]([Cl:1])=[CH:7][C:6]([Cl:8])=[CH:5][N:4]=2)=[CH:13][CH:12]=1. The catalyst class is: 11. (3) Reactant: COC1C=CC(C[N:8]2[CH:13]=[CH:12][N:11]=[C:10]([S:14][C:15]3[CH:20]=[CH:19][C:18]([O:21][C:22]([F:25])([F:24])[F:23])=[CH:17][CH:16]=3)[C:9]2=[O:26])=CC=1. Product: [F:25][C:22]([F:23])([F:24])[O:21][C:18]1[CH:17]=[CH:16][C:15]([S:14][C:10]2[C:9](=[O:26])[NH:8][CH:13]=[CH:12][N:11]=2)=[CH:20][CH:19]=1. The catalyst class is: 67. (4) Reactant: [CH2:1]([O:8][C:9](=[O:35])[C@@H:10]([NH:27][C:28]([O:30][C:31]([CH3:34])([CH3:33])[CH3:32])=[O:29])[CH2:11][C:12](=O)[NH:13][C:14]1[CH:19]=[CH:18][CH:17]=[CH:16][C:15]=1[NH:20][CH2:21][CH2:22][CH2:23][CH2:24][CH3:25])[C:2]1[CH:7]=[CH:6][CH:5]=[CH:4][CH:3]=1. Product: [CH2:1]([O:8][C:9](=[O:35])[C@@H:10]([NH:27][C:28]([O:30][C:31]([CH3:34])([CH3:33])[CH3:32])=[O:29])[CH2:11][C:12]1[N:20]([CH2:21][CH2:22][CH2:23][CH2:24][CH3:25])[C:15]2[CH:16]=[CH:17][CH:18]=[CH:19][C:14]=2[N:13]=1)[C:2]1[CH:7]=[CH:6][CH:5]=[CH:4][CH:3]=1. The catalyst class is: 15. (5) Reactant: [Cl:1][C:2]1[N:3]=[N:4][C:5](Cl)=[CH:6][C:7]=1[CH3:8].[C:10]1(B(O)O)[CH:15]=[CH:14][CH:13]=[CH:12][CH:11]=1.C(=O)([O-])[O-].[Cs+].[Cs+]. Product: [Cl:1][C:2]1[N:3]=[N:4][C:5]([C:10]2[CH:15]=[CH:14][CH:13]=[CH:12][CH:11]=2)=[CH:6][C:7]=1[CH3:8]. The catalyst class is: 38. (6) Reactant: [CH2:1]([N:4]1[C:8]2[CH:9]=[C:10]([C:26]([O:28][CH3:29])=[O:27])[C:11]3[C:12](=O)[CH2:13][C:14]4([NH:23][C:24]=3[C:7]=2[N:6]=[C:5]1[CH3:30])[CH2:22][C:21]1[C:16](=[CH:17][CH:18]=[CH:19][CH:20]=1)[CH2:15]4)[CH:2]=[CH2:3].C([SiH](CC)CC)C. Product: [CH2:1]([N:4]1[C:8]2[CH:9]=[C:10]([C:26]([O:28][CH3:29])=[O:27])[C:11]3[CH2:12][CH2:13][C:14]4([NH:23][C:24]=3[C:7]=2[N:6]=[C:5]1[CH3:30])[CH2:22][C:21]1[C:16](=[CH:17][CH:18]=[CH:19][CH:20]=1)[CH2:15]4)[CH:2]=[CH2:3]. The catalyst class is: 55. (7) Reactant: N(CC(O)=O)C.[CH:7]1([S:10]([NH2:13])(=[O:12])=[O:11])[CH2:9][CH2:8]1.[OH:14][C:15]1[C@H:24]2[C@H:19]([C@H:20]3[CH2:25][C@@H:23]2[CH2:22][CH2:21]3)[N:18]([CH2:26][CH2:27][CH:28]([CH3:30])[CH3:29])[C:17](=[O:31])[C:16]=1[C:32]1[NH:37][C:36]2[CH:38]=[CH:39][C:40](I)=[CH:41][C:35]=2[S:34](=[O:44])(=[O:43])[N:33]=1.P([O-])([O-])([O-])=O.[K+].[K+].[K+]. Product: [OH:14][C:15]1[C@H:24]2[C@H:19]([C@H:20]3[CH2:25][C@@H:23]2[CH2:22][CH2:21]3)[N:18]([CH2:26][CH2:27][CH:28]([CH3:30])[CH3:29])[C:17](=[O:31])[C:16]=1[C:32]1[NH:37][C:36]2[CH:38]=[CH:39][C:40]([NH:13][S:10]([CH:7]3[CH2:9][CH2:8]3)(=[O:12])=[O:11])=[CH:41][C:35]=2[S:34](=[O:44])(=[O:43])[N:33]=1. The catalyst class is: 205.